From a dataset of CYP2D6 inhibition data for predicting drug metabolism from PubChem BioAssay. Regression/Classification. Given a drug SMILES string, predict its absorption, distribution, metabolism, or excretion properties. Task type varies by dataset: regression for continuous measurements (e.g., permeability, clearance, half-life) or binary classification for categorical outcomes (e.g., BBB penetration, CYP inhibition). Dataset: cyp2d6_veith. (1) The drug is Nc1ccccc1S[C@@H](C[N+](=O)[O-])c1ccc2c(c1)OCO2. The result is 1 (inhibitor). (2) The molecule is CCN1CCN(C(=O)N[C@H](C(=O)N[C@@H]2C(=O)N3C(C(=O)O)=C(CSc4nnnn4C)CS[C@@H]23)c2ccc(O)cc2)C(=O)C1=O.O.O. The result is 0 (non-inhibitor).